From a dataset of Forward reaction prediction with 1.9M reactions from USPTO patents (1976-2016). Predict the product of the given reaction. (1) Given the reactants [Br:1][C:2]1[CH:7]=[CH:6][C:5](Br)=[CH:4][N:3]=1.C([Li])C[CH2:11][CH3:12].C(SSCC)C.ClC1C=C(C=CC=1)C(OO)=O.[S:31]([O-])([O-:33])=[O:32].[Na+].[Na+], predict the reaction product. The product is: [Br:1][C:2]1[CH:7]=[CH:6][C:5]([S:31]([CH2:11][CH3:12])(=[O:33])=[O:32])=[CH:4][N:3]=1. (2) Given the reactants [C:1](=[O:8])([O:3][C:4]([CH3:7])([CH3:6])[CH3:5])[NH2:2].[OH-].[Na+].Cl[O:12]C(C)(C)C.CC[C@@H]1[C@@H]2C[C@H]([C@@H](OC3C4C(=CC=CC=4)C(O[C@@H](C4C=CN=C5C=4C=C(OC)C=C5)[C@@H]4N5C[C@H](CC)[C@@H](CC5)C4)=NN=3)C3C=CN=C4C=3C=C(OC)C=C4)N(CC2)C1.[Br:75][C:76]1[CH:81]=[C:80](/[CH:82]=[CH:83]/[C:84]2[CH:89]=[CH:88][CH:87]=[CH:86][CH:85]=2)[CH:79]=[CH:78][N:77]=1, predict the reaction product. The product is: [Br:75][C:76]1[CH:81]=[C:80]([C@@H:82]([NH:2][C:1](=[O:8])[O:3][C:4]([CH3:7])([CH3:6])[CH3:5])[C@H:83]([OH:12])[C:84]2[CH:85]=[CH:86][CH:87]=[CH:88][CH:89]=2)[CH:79]=[CH:78][N:77]=1. (3) Given the reactants [F:1][C:2]1[CH:7]=[CH:6][CH:5]=[C:4]([F:8])[C:3]=1[CH:9]([CH:16]([C:23]1[CH:28]=[CH:27][C:26]([F:29])=[CH:25][CH:24]=1)[C:17]#[C:18][Si](C)(C)C)[CH2:10][C:11]([O:13][CH2:14][CH3:15])=[O:12].C(=O)([O-])[O-].[K+].[K+], predict the reaction product. The product is: [F:1][C:2]1[CH:7]=[CH:6][CH:5]=[C:4]([F:8])[C:3]=1[CH:9]([CH:16]([C:23]1[CH:24]=[CH:25][C:26]([F:29])=[CH:27][CH:28]=1)[C:17]#[CH:18])[CH2:10][C:11]([O:13][CH2:14][CH3:15])=[O:12].